This data is from Full USPTO retrosynthesis dataset with 1.9M reactions from patents (1976-2016). The task is: Predict the reactants needed to synthesize the given product. (1) The reactants are: CC1C=CC(S(O)(=O)=O)=CC=1.[OH:12][CH2:13][C:14]([C:17]1[CH:18]=[C:19]([OH:24])[CH:20]=[C:21]([OH:23])[CH:22]=1)([CH3:16])[CH3:15].[C:25]1([CH3:35])[CH2:30][CH2:29][C:28]([CH:31]([CH3:33])[CH3:32])=[C:27](O)[CH:26]=1. Given the product [OH:12][CH2:13][C:14]([C:17]1[CH:22]=[C:21]([OH:23])[C:20]2[C@@H:29]3[CH2:30][C:25]([CH3:35])=[CH:26][CH2:27][C@H:28]3[C:31]([CH3:33])([CH3:32])[O:24][C:19]=2[CH:18]=1)([CH3:16])[CH3:15], predict the reactants needed to synthesize it. (2) Given the product [CH:1]1([NH:4][C:5](=[O:48])[NH:6][C:7]2[CH:46]=[CH:45][C:10]([O:11][C:12]3[CH:17]=[CH:16][N:15]=[C:14]4[CH:18]=[C:19]([C:21]5[N:26]=[CH:25][C:24]([CH2:27][N:28]([CH:32]6[CH2:37][CH2:36][NH:35][CH2:34][CH2:33]6)[C:29](=[O:31])[CH3:30])=[CH:23][CH:22]=5)[S:20][C:13]=34)=[C:9]([F:47])[CH:8]=2)[CH2:2][CH2:3]1, predict the reactants needed to synthesize it. The reactants are: [CH:1]1([NH:4][C:5](=[O:48])[NH:6][C:7]2[CH:46]=[CH:45][C:10]([O:11][C:12]3[CH:17]=[CH:16][N:15]=[C:14]4[CH:18]=[C:19]([C:21]5[N:26]=[CH:25][C:24]([CH2:27][N:28]([CH:32]6[CH2:37][CH2:36][N:35](C(OCCCC)=O)[CH2:34][CH2:33]6)[C:29](=[O:31])[CH3:30])=[CH:23][CH:22]=5)[S:20][C:13]=34)=[C:9]([F:47])[CH:8]=2)[CH2:3][CH2:2]1.Cl.CCOC(C)=O. (3) Given the product [CH2:40]([O:47][C:48](=[O:83])[CH:49]([O:80][CH2:81][CH3:82])[CH2:50][C:51]1[CH:56]=[CH:55][C:54]([O:57][C:58](=[O:72])[CH2:59][C:60]2[N:61]=[C:62]([C:66]3[CH:67]=[CH:68][CH:69]=[CH:70][CH:71]=3)[O:63][C:64]=2[CH3:65])=[C:53]([CH3:73])[CH:52]=1)[C:41]1[CH:46]=[CH:45][CH:44]=[CH:43][CH:42]=1, predict the reactants needed to synthesize it. The reactants are: C(OC(=O)C(OCC)CC1C=CC(O)=C(C)C=1)C1C=CC=CC=1.CC1OC(C2C=CC=CC=2)=NC=1CC(O)=O.[CH2:40]([O:47][C:48](=[O:83])[CH:49]([O:80][CH2:81][CH3:82])[CH2:50][C:51]1[CH:56]=[CH:55][C:54]([O:57][C:58](=[O:72])[CH2:59][C:60]2[N:61]=[C:62]([C:66]3[CH:71]=[CH:70][CH:69]=[CH:68][CH:67]=3)[O:63][C:64]=2[CH3:65])=[C:53]([CH2:73]C2C=CC=CC=2)[CH:52]=1)[C:41]1[CH:46]=[CH:45][CH:44]=[CH:43][CH:42]=1. (4) Given the product [F:1][C:2]1[CH:3]=[CH:4][C:5]([CH2:6][NH:8][C:9]2[C:10]([CH3:28])=[C:11]([CH3:27])[C:12]3[O:16][C:15]([CH3:18])([CH3:17])[CH:14]([C:19]4[CH:24]=[CH:23][CH:22]=[CH:21][CH:20]=4)[C:13]=3[C:25]=2[CH3:26])=[CH:29][CH:30]=1, predict the reactants needed to synthesize it. The reactants are: [F:1][C:2]1[CH:30]=[CH:29][C:5]([C:6]([NH:8][C:9]2[C:10]([CH3:28])=[C:11]([CH3:27])[C:12]3[O:16][C:15]([CH3:18])([CH3:17])[CH:14]([C:19]4[CH:24]=[CH:23][CH:22]=[CH:21][CH:20]=4)[C:13]=3[C:25]=2[CH3:26])=O)=[CH:4][CH:3]=1. (5) Given the product [CH3:1][CH:2]([CH2:7][C:8]([OH:10])=[O:9])[C:3]([OH:5])=[O:4], predict the reactants needed to synthesize it. The reactants are: [CH3:1][CH:2]([CH2:7][C:8]([O:10]C)=[O:9])[C:3]([O:5]C)=[O:4].[OH-].[Li+]. (6) Given the product [N:1]1[CH:6]=[CH:5][CH:4]=[C:3]([C:7]2[CH:11]=[C:10]([C:12]([F:15])([F:13])[F:14])[N:9]([C:16]3[N:21]=[N:20][C:19]([NH2:22])=[CH:18][CH:17]=3)[N:8]=2)[CH:2]=1.[C:30]([C:31]1[CH:5]=[C:4]([CH:3]=[CH:7][CH:11]=1)[C:33]([NH:22][C:19]1[N:20]=[N:21][C:16]([N:9]2[C:10]([C:12]([F:15])([F:13])[F:14])=[CH:11][C:7]([C:3]3[CH:2]=[N:1][CH:6]=[CH:5][CH:4]=3)=[N:8]2)=[CH:17][CH:18]=1)=[O:36])#[N:26], predict the reactants needed to synthesize it. The reactants are: [N:1]1[CH:6]=[CH:5][CH:4]=[C:3]([C:7]2[CH:11]=[C:10]([C:12]([F:15])([F:14])[F:13])[N:9]([C:16]3[N:21]=[N:20][C:19]([NH2:22])=[CH:18][CH:17]=3)[N:8]=2)[CH:2]=1.C([N:26]([CH2:30][CH3:31])C(C)C)(C)C.[Cl-].[C:33](=[O:36])(O)[O-].[Na+]. (7) Given the product [Br:1][C:2]1[CH:3]=[N:4][CH:5]=[C:6]2[C:7]=1[CH2:8][CH2:9][CH2:10][N:21]2[CH2:20][C:18]1[CH:19]=[C:14]([Cl:13])[CH:15]=[CH:16][C:17]=1[O:22][CH2:23][C:24]1[CH:29]=[CH:28][C:27]([Cl:30])=[CH:26][C:25]=1[F:31], predict the reactants needed to synthesize it. The reactants are: [Br:1][C:2]1[CH:3]=[N:4][CH:5]=[C:6](F)[C:7]=1[CH2:8][CH2:9][CH2:10]Cl.[Cl:13][C:14]1[CH:15]=[CH:16][C:17]([O:22][CH2:23][C:24]2[CH:29]=[CH:28][C:27]([Cl:30])=[CH:26][C:25]=2[F:31])=[C:18]([CH2:20][NH2:21])[CH:19]=1.C([O-])([O-])=O.[K+].[K+]. (8) Given the product [C:14]([O:1][CH2:2][CH2:3][O:4][C:5]1[CH:13]=[CH:12][C:8]([C:9]([OH:11])=[O:10])=[CH:7][CH:6]=1)(=[O:18])[C:15]([CH3:17])=[CH2:16], predict the reactants needed to synthesize it. The reactants are: [OH:1][CH2:2][CH2:3][O:4][C:5]1[CH:13]=[CH:12][C:8]([C:9]([OH:11])=[O:10])=[CH:7][CH:6]=1.[C:14](O)(=[O:18])[C:15]([CH3:17])=[CH2:16].C1(C=CC(O)=CC=1)O.O.